From a dataset of Peptide-MHC class I binding affinity with 185,985 pairs from IEDB/IMGT. Regression. Given a peptide amino acid sequence and an MHC pseudo amino acid sequence, predict their binding affinity value. This is MHC class I binding data. (1) The peptide sequence is YTKFWYVNH. The MHC is HLA-A11:01 with pseudo-sequence HLA-A11:01. The binding affinity (normalized) is 0.0950. (2) The peptide sequence is ESSPNPTIEA. The MHC is HLA-B57:01 with pseudo-sequence HLA-B57:01. The binding affinity (normalized) is 0.293.